Predict the product of the given reaction. From a dataset of Forward reaction prediction with 1.9M reactions from USPTO patents (1976-2016). (1) Given the reactants [N].N.[N+3].[N:4]([O-:6])=[O:5].[N:7]([O-:9])=[O:8].[N:10]([O-:12])=[O:11], predict the reaction product. The product is: [N+3:4].[N+:7]([O-:5])([O-:9])=[O:8].[N+:10]([O-:5])([O-:12])=[O:11].[N+:4]([O-:8])([O-:6])=[O:5]. (2) Given the reactants [NH2:1][C:2](=[N:8][OH:9])[C:3]([O:5][CH2:6][CH3:7])=[O:4].[C:10]([O:14][C:15]([NH:17][CH2:18][CH2:19][C:20](O[C:20](=O)[CH2:19][CH2:18][NH:17][C:15]([O:14][C:10]([CH3:13])([CH3:12])[CH3:11])=[O:16])=O)=[O:16])([CH3:13])([CH3:12])[CH3:11], predict the reaction product. The product is: [C:10]([O:14][C:15]([NH:17][CH2:18][CH2:19][C:20]1[O:9][N:8]=[C:2]([C:3]([O:5][CH2:6][CH3:7])=[O:4])[N:1]=1)=[O:16])([CH3:13])([CH3:12])[CH3:11]. (3) Given the reactants Cl.Cl.[CH2:3]([O:5][C:6]1[N:11]=[C:10]([NH:12][C:13]2[C:14]3[CH2:25][NH:24][C:23]([CH3:27])([CH3:26])[C:15]=3[N:16](C(OCC)=O)[N:17]=2)[C:9]([F:28])=[CH:8][N:7]=1)[CH3:4].C(N(C(C)C)CC)(C)C.[F:38][C:39]1([C:46](Cl)=[O:47])[CH2:44][CH2:43][N:42]([CH3:45])[CH2:41][CH2:40]1, predict the reaction product. The product is: [CH2:3]([O:5][C:6]1[N:11]=[C:10]([NH:12][C:13]2[C:14]3[CH2:25][N:24]([C:46]([C:39]4([F:38])[CH2:44][CH2:43][N:42]([CH3:45])[CH2:41][CH2:40]4)=[O:47])[C:23]([CH3:26])([CH3:27])[C:15]=3[NH:16][N:17]=2)[C:9]([F:28])=[CH:8][N:7]=1)[CH3:4].